Task: Regression/Classification. Given a drug SMILES string, predict its absorption, distribution, metabolism, or excretion properties. Task type varies by dataset: regression for continuous measurements (e.g., permeability, clearance, half-life) or binary classification for categorical outcomes (e.g., BBB penetration, CYP inhibition). Dataset: cyp3a4_veith.. Dataset: CYP3A4 inhibition data for predicting drug metabolism from PubChem BioAssay (1) The molecule is Cc1ccccc1N=C(N)Nc1ccccc1C. The result is 0 (non-inhibitor). (2) The result is 0 (non-inhibitor). The compound is N[C@@H](CCC(=O)O)C(=O)O. (3) The drug is COc1ccc(CCC(C)NC2C3CC4CC(C3)CC2C4)cc1. The result is 0 (non-inhibitor). (4) The drug is COc1cccc(/C=N/NC(=O)c2nc(-c3ccccc3)cc(-c3ccccc3)n2)c1. The result is 0 (non-inhibitor). (5) The drug is COc1ccc(-c2csc(N3C(=N)SCC3=O)n2)cc1. The result is 0 (non-inhibitor). (6) The result is 0 (non-inhibitor). The compound is Cc1[nH]c2ccccc2c1C(=O)CN1CCN(C(=O)c2ccco2)CC1. (7) The molecule is COc1ccc(S(=O)(=O)N2CCC(NC(=O)Nc3ccc(C)cc3)CC2)cc1. The result is 1 (inhibitor). (8) The drug is CCNc1ncc2nc(-c3ccc(Cl)cc3)c(=O)n(CCC#N)c2n1. The result is 0 (non-inhibitor). (9) The drug is CCOc1ccccc1-n1c([S-])c(C(=O)Nc2ccc(OC)cc2)[n+]2cc(C)ccc12. The result is 0 (non-inhibitor).